This data is from Peptide-MHC class I binding affinity with 185,985 pairs from IEDB/IMGT. The task is: Regression. Given a peptide amino acid sequence and an MHC pseudo amino acid sequence, predict their binding affinity value. This is MHC class I binding data. (1) The peptide sequence is SSPPIPMSR. The MHC is HLA-A31:01 with pseudo-sequence HLA-A31:01. The binding affinity (normalized) is 0.145. (2) The peptide sequence is TLLVVGILLVV. The MHC is HLA-A02:03 with pseudo-sequence HLA-A02:03. The binding affinity (normalized) is 0.555. (3) The peptide sequence is MMISAGFSL. The MHC is HLA-A68:02 with pseudo-sequence HLA-A68:02. The binding affinity (normalized) is 0.612. (4) The peptide sequence is VEKDVWEQWW. The MHC is Mamu-A11 with pseudo-sequence Mamu-A11. The binding affinity (normalized) is 0.149. (5) The peptide sequence is RLKPVGSAY. The MHC is HLA-A31:01 with pseudo-sequence HLA-A31:01. The binding affinity (normalized) is 0.481. (6) The peptide sequence is SLIGSKTQI. The MHC is HLA-A02:02 with pseudo-sequence HLA-A02:02. The binding affinity (normalized) is 0.561. (7) The MHC is HLA-B57:01 with pseudo-sequence HLA-B57:01. The peptide sequence is RRYQIAQYK. The binding affinity (normalized) is 0.0847. (8) The peptide sequence is SFYVNRGFK. The MHC is HLA-B40:01 with pseudo-sequence HLA-B40:01. The binding affinity (normalized) is 0.0847. (9) The peptide sequence is ILYKRETTR. The MHC is HLA-A30:01 with pseudo-sequence HLA-A30:01. The binding affinity (normalized) is 0.